Dataset: NCI-60 drug combinations with 297,098 pairs across 59 cell lines. Task: Regression. Given two drug SMILES strings and cell line genomic features, predict the synergy score measuring deviation from expected non-interaction effect. (1) Drug 1: C1=CC=C(C=C1)NC(=O)CCCCCCC(=O)NO. Drug 2: CN(C(=O)NC(C=O)C(C(C(CO)O)O)O)N=O. Cell line: SW-620. Synergy scores: CSS=26.1, Synergy_ZIP=-7.87, Synergy_Bliss=2.72, Synergy_Loewe=-13.6, Synergy_HSA=0.835. (2) Drug 1: C1=CC=C(C(=C1)C(C2=CC=C(C=C2)Cl)C(Cl)Cl)Cl. Drug 2: CC1CCC2CC(C(=CC=CC=CC(CC(C(=O)C(C(C(=CC(C(=O)CC(OC(=O)C3CCCCN3C(=O)C(=O)C1(O2)O)C(C)CC4CCC(C(C4)OC)O)C)C)O)OC)C)C)C)OC. Cell line: HCC-2998. Synergy scores: CSS=-4.65, Synergy_ZIP=-0.466, Synergy_Bliss=-5.10, Synergy_Loewe=-5.25, Synergy_HSA=-6.17. (3) Drug 1: CS(=O)(=O)CCNCC1=CC=C(O1)C2=CC3=C(C=C2)N=CN=C3NC4=CC(=C(C=C4)OCC5=CC(=CC=C5)F)Cl. Drug 2: C(CC(=O)O)C(=O)CN.Cl. Cell line: NCIH23. Synergy scores: CSS=17.2, Synergy_ZIP=-0.666, Synergy_Bliss=-1.88, Synergy_Loewe=3.93, Synergy_HSA=2.45. (4) Drug 1: CC1=C(C=C(C=C1)C(=O)NC2=CC(=CC(=C2)C(F)(F)F)N3C=C(N=C3)C)NC4=NC=CC(=N4)C5=CN=CC=C5. Drug 2: C(CN)CNCCSP(=O)(O)O. Cell line: RXF 393. Synergy scores: CSS=-3.53, Synergy_ZIP=1.45, Synergy_Bliss=-0.568, Synergy_Loewe=-3.04, Synergy_HSA=-3.42. (5) Drug 1: CCN(CC)CCNC(=O)C1=C(NC(=C1C)C=C2C3=C(C=CC(=C3)F)NC2=O)C. Drug 2: CC1=C(N=C(N=C1N)C(CC(=O)N)NCC(C(=O)N)N)C(=O)NC(C(C2=CN=CN2)OC3C(C(C(C(O3)CO)O)O)OC4C(C(C(C(O4)CO)O)OC(=O)N)O)C(=O)NC(C)C(C(C)C(=O)NC(C(C)O)C(=O)NCCC5=NC(=CS5)C6=NC(=CS6)C(=O)NCCC[S+](C)C)O. Cell line: OVCAR-5. Synergy scores: CSS=12.1, Synergy_ZIP=-3.76, Synergy_Bliss=-3.98, Synergy_Loewe=-16.2, Synergy_HSA=-8.36. (6) Drug 1: C1CN1C2=NC(=NC(=N2)N3CC3)N4CC4. Drug 2: N.N.Cl[Pt+2]Cl. Cell line: U251. Synergy scores: CSS=58.3, Synergy_ZIP=-3.95, Synergy_Bliss=-3.19, Synergy_Loewe=-1.20, Synergy_HSA=2.44. (7) Drug 2: CC1=C(C(=CC=C1)Cl)NC(=O)C2=CN=C(S2)NC3=CC(=NC(=N3)C)N4CCN(CC4)CCO. Synergy scores: CSS=27.5, Synergy_ZIP=-2.39, Synergy_Bliss=5.30, Synergy_Loewe=-2.93, Synergy_HSA=7.73. Drug 1: C1=CC(=CC=C1CCCC(=O)O)N(CCCl)CCCl. Cell line: RXF 393. (8) Drug 1: C1CCC(C1)C(CC#N)N2C=C(C=N2)C3=C4C=CNC4=NC=N3. Drug 2: CCCCCOC(=O)NC1=NC(=O)N(C=C1F)C2C(C(C(O2)C)O)O. Cell line: MDA-MB-231. Synergy scores: CSS=7.89, Synergy_ZIP=-2.18, Synergy_Bliss=-2.64, Synergy_Loewe=-4.60, Synergy_HSA=-2.09.